This data is from Full USPTO retrosynthesis dataset with 1.9M reactions from patents (1976-2016). The task is: Predict the reactants needed to synthesize the given product. (1) Given the product [CH2:1]([N:3]([CH2:50][CH3:51])[C:4]1[CH:9]=[CH:8][C:7]([NH:10][C:11](=[O:30])[C:12]2[CH:29]=[CH:28][CH:27]=[C:14]([C:15]([N:17]([CH2:54][CH2:55][OH:56])[CH3:26])=[O:16])[CH:13]=2)=[C:6]([C:31]2[CH:36]=[C:35]([C:37](=[O:49])[NH:38][C@@H:39]3[C:48]4[C:43](=[CH:44][CH:45]=[CH:46][CH:47]=4)[CH2:42][CH2:41][CH2:40]3)[CH:34]=[CH:33][N:32]=2)[CH:5]=1)[CH3:2], predict the reactants needed to synthesize it. The reactants are: [CH2:1]([N:3]([CH2:50][CH3:51])[C:4]1[CH:9]=[CH:8][C:7]([NH:10][C:11](=[O:30])[C:12]2[CH:29]=[CH:28][CH:27]=[C:14]([C:15]([N:17]([CH3:26])CCN3CCOCC3)=[O:16])[CH:13]=2)=[C:6]([C:31]2[CH:36]=[C:35]([C:37](=[O:49])[NH:38][C@@H:39]3[C:48]4[C:43](=[CH:44][CH:45]=[CH:46][CH:47]=4)[CH2:42][CH2:41][CH2:40]3)[CH:34]=[CH:33][N:32]=2)[CH:5]=1)[CH3:2].CN[CH2:54][CH2:55][OH:56]. (2) Given the product [CH2:11]([O:18][C:19]([N:21]1[CH2:26][CH2:25][CH2:24][CH2:23][CH:22]1[CH2:27][C:28]([O:30][CH2:2][C:3](=[O:4])[C:5]1[CH:10]=[CH:9][CH:8]=[CH:7][CH:6]=1)=[O:29])=[O:20])[C:12]1[CH:13]=[CH:14][CH:15]=[CH:16][CH:17]=1, predict the reactants needed to synthesize it. The reactants are: Br[CH2:2][C:3]([C:5]1[CH:10]=[CH:9][CH:8]=[CH:7][CH:6]=1)=[O:4].[CH2:11]([O:18][C:19]([N:21]1[CH2:26][CH2:25][CH2:24][CH2:23][CH:22]1[CH2:27][C:28]([OH:30])=[O:29])=[O:20])[C:12]1[CH:17]=[CH:16][CH:15]=[CH:14][CH:13]=1.